Dataset: Full USPTO retrosynthesis dataset with 1.9M reactions from patents (1976-2016). Task: Predict the reactants needed to synthesize the given product. (1) Given the product [Br:25][C:26]1[CH:27]=[C:28]([C:31]([N:6]([CH2:5][C:4]2[CH:19]=[CH:20][C:21]([O:23][CH3:24])=[CH:22][C:3]=2[O:2][CH3:1])[CH2:7][C:8]#[C:9][C:10]2[CH:15]=[CH:14][C:13]([N+:16]([O-:18])=[O:17])=[CH:12][CH:11]=2)=[O:32])[NH:29][CH:30]=1, predict the reactants needed to synthesize it. The reactants are: [CH3:1][O:2][C:3]1[CH:22]=[C:21]([O:23][CH3:24])[CH:20]=[CH:19][C:4]=1[CH2:5][NH:6][CH2:7][C:8]#[C:9][C:10]1[CH:15]=[CH:14][C:13]([N+:16]([O-:18])=[O:17])=[CH:12][CH:11]=1.[Br:25][C:26]1[CH:27]=[C:28]([C:31](O)=[O:32])[NH:29][CH:30]=1.Cl.C(N=C=NCCCN(C)C)C.O.ON1C2C=CC=CC=2N=N1.C(N(CC)CC)C. (2) Given the product [O:32]=[C:27]1[C@@H:28]([N:65]2[CH2:64][CH2:63][C:62]3[C:67](=[CH:68][C:59]([C:58]([F:57])([F:70])[F:69])=[CH:60][CH:61]=3)[CH2:66]2)[CH2:29][CH2:30][N:26]1[C:23]1[CH:24]=[CH:25][C:20]([S:17]([NH:11][C:12]2[S:13][CH:14]=[CH:15][N:16]=2)(=[O:19])=[O:18])=[CH:21][CH:22]=1, predict the reactants needed to synthesize it. The reactants are: FC1C=CC(S([N:11]([S:17]([C:20]2[CH:25]=[CH:24][C:23]([N:26]3[CH2:30][CH2:29][C@@H:28](O)[C:27]3=[O:32])=[CH:22][CH:21]=2)(=[O:19])=[O:18])[C:12]2[S:13][CH:14]=[CH:15][N:16]=2)(=O)=O)=CC=1.CCN(C(C)C)C(C)C.S(OS(C(F)(F)F)(=O)=O)(C(F)(F)F)(=O)=O.[F:57][C:58]([F:70])([F:69])[C:59]1[CH:68]=[C:67]2[C:62]([CH2:63][CH2:64][NH:65][CH2:66]2)=[CH:61][CH:60]=1.N1CCOCC1. (3) Given the product [F:1][C:2]1[CH:7]=[C:6]([F:8])[CH:5]=[CH:4][C:3]=1[S:9]([NH:12][C:13]1[C:14]([O:28][CH3:29])=[N:15][CH:16]=[C:17]([C:31]2[CH:32]=[CH:33][C:34]3[N:35]([C:37]([C:40]#[C:41][Si:42]([CH3:43])([CH3:45])[CH3:44])=[CH:38][N:39]=3)[N:36]=2)[CH:18]=1)(=[O:10])=[O:11], predict the reactants needed to synthesize it. The reactants are: [F:1][C:2]1[CH:7]=[C:6]([F:8])[CH:5]=[CH:4][C:3]=1[S:9]([NH:12][C:13]1[C:14]([O:28][CH3:29])=[N:15][CH:16]=[C:17](B2OC(C)(C)C(C)(C)O2)[CH:18]=1)(=[O:11])=[O:10].Br[C:31]1[CH:32]=[CH:33][C:34]2[N:35]([C:37]([C:40]#[C:41][Si:42]([CH3:45])([CH3:44])[CH3:43])=[CH:38][N:39]=2)[N:36]=1.C(Cl)Cl.C([O-])([O-])=O.[Na+].[Na+]. (4) Given the product [C:1]([C:5]1[CH:10]=[CH:9][C:8]([C:11]2[N:12]([C:31]([N:48]3[CH2:49][CH2:50][N:45]([CH2:44][C:43]([N:37]4[CH2:38][CH2:39][O:40][CH2:41][CH2:42]4)=[O:51])[CH2:46][CH2:47]3)=[O:32])[C@H:13]([C:24]3[CH:29]=[CH:28][C:27]([Cl:30])=[CH:26][CH:25]=3)[C@@:14]([C:17]3[CH:22]=[CH:21][C:20]([Cl:23])=[CH:19][CH:18]=3)([CH3:16])[N:15]=2)=[C:7]([O:34][CH2:35][CH3:36])[CH:6]=1)([CH3:3])([CH3:4])[CH3:2], predict the reactants needed to synthesize it. The reactants are: [C:1]([C:5]1[CH:10]=[CH:9][C:8]([C:11]2[N:12]([C:31](Cl)=[O:32])[CH:13]([C:24]3[CH:29]=[CH:28][C:27]([Cl:30])=[CH:26][CH:25]=3)[C:14]([C:17]3[CH:22]=[CH:21][C:20]([Cl:23])=[CH:19][CH:18]=3)([CH3:16])[N:15]=2)=[C:7]([O:34][CH2:35][CH3:36])[CH:6]=1)([CH3:4])([CH3:3])[CH3:2].[N:37]1([C:43](=[O:51])[CH2:44][N:45]2[CH2:50][CH2:49][NH:48][CH2:47][CH2:46]2)[CH2:42][CH2:41][O:40][CH2:39][CH2:38]1. (5) Given the product [C@@H:6]1([O:24][C:25]2[C:29]([CH2:30][C:31]3[CH:36]=[CH:35][C:34]([O:37][CH2:38][CH2:39][C:40](=[O:41])[NH:46][C:47]([CH3:51])([CH3:50])[CH2:48][OH:49])=[CH:33][CH:32]=3)=[C:28]([CH:43]([CH3:45])[CH3:44])[NH:27][N:26]=2)[O:7][C@H:8]([CH2:19][OH:20])[C@@H:9]([OH:15])[C@H:10]([OH:11])[C@H:5]1[OH:4], predict the reactants needed to synthesize it. The reactants are: C([O:4][C@@H:5]1[C@@H:10]([O:11]C(=O)C)[C@H:9]([O:15]C(=O)C)[C@@H:8]([CH2:19][O:20]C(=O)C)[O:7][C@H:6]1[O:24][C:25]1[C:29]([CH2:30][C:31]2[CH:36]=[CH:35][C:34]([O:37][CH2:38][CH2:39][C:40](O)=[O:41])=[CH:33][CH:32]=2)=[C:28]([CH:43]([CH3:45])[CH3:44])[NH:27][N:26]=1)(=O)C.[NH2:46][C:47]([CH3:51])([CH3:50])[CH2:48][OH:49].NC(C)(C)C(N)=O. (6) Given the product [NH2:38][C:9]1[C:8]2[N:17]=[C:5]([CH2:4][O:3][CH2:1][CH3:2])[N:6]([CH2:18][C:19]3([OH:25])[CH2:24][CH2:23][CH2:22][CH2:21][CH2:20]3)[C:7]=2[C:16]2[CH:15]=[CH:14][CH:13]=[CH:12][C:11]=2[N:10]=1, predict the reactants needed to synthesize it. The reactants are: [CH2:1]([O:3][CH2:4][C:5]1[N:6]([CH2:18][C:19]2([OH:25])[CH2:24][CH2:23][CH2:22][CH2:21][CH2:20]2)[C:7]2[C:16]3[CH:15]=[CH:14][CH:13]=[CH:12][C:11]=3[N:10]=[CH:9][C:8]=2[N:17]=1)[CH3:2].ClC1C=C(C=CC=1)C(OO)=O.[OH-].[NH4+:38].C1(C)C=CC(S(Cl)(=O)=O)=CC=1.